This data is from NCI-60 drug combinations with 297,098 pairs across 59 cell lines. The task is: Regression. Given two drug SMILES strings and cell line genomic features, predict the synergy score measuring deviation from expected non-interaction effect. (1) Drug 1: C1=CC(=CC=C1C#N)C(C2=CC=C(C=C2)C#N)N3C=NC=N3. Drug 2: CCC(=C(C1=CC=CC=C1)C2=CC=C(C=C2)OCCN(C)C)C3=CC=CC=C3.C(C(=O)O)C(CC(=O)O)(C(=O)O)O. Cell line: CAKI-1. Synergy scores: CSS=1.00, Synergy_ZIP=-0.350, Synergy_Bliss=-1.79, Synergy_Loewe=-3.35, Synergy_HSA=-3.43. (2) Cell line: SF-539. Drug 1: C1=C(C(=O)NC(=O)N1)F. Drug 2: COCCOC1=C(C=C2C(=C1)C(=NC=N2)NC3=CC=CC(=C3)C#C)OCCOC.Cl. Synergy scores: CSS=42.7, Synergy_ZIP=-6.30, Synergy_Bliss=-13.2, Synergy_Loewe=-14.3, Synergy_HSA=-12.8. (3) Drug 1: COC1=NC(=NC2=C1N=CN2C3C(C(C(O3)CO)O)O)N. Drug 2: CS(=O)(=O)OCCCCOS(=O)(=O)C. Cell line: UACC62. Synergy scores: CSS=7.79, Synergy_ZIP=-3.02, Synergy_Bliss=-0.814, Synergy_Loewe=1.10, Synergy_HSA=0.673. (4) Drug 1: CN(CC1=CN=C2C(=N1)C(=NC(=N2)N)N)C3=CC=C(C=C3)C(=O)NC(CCC(=O)O)C(=O)O. Drug 2: CN(C(=O)NC(C=O)C(C(C(CO)O)O)O)N=O. Cell line: CCRF-CEM. Synergy scores: CSS=50.0, Synergy_ZIP=-0.204, Synergy_Bliss=-1.87, Synergy_Loewe=-39.0, Synergy_HSA=-1.48. (5) Drug 2: CCCCCOC(=O)NC1=NC(=O)N(C=C1F)C2C(C(C(O2)C)O)O. Drug 1: C1CCC(CC1)NC(=O)N(CCCl)N=O. Synergy scores: CSS=7.93, Synergy_ZIP=-3.03, Synergy_Bliss=3.77, Synergy_Loewe=-1.94, Synergy_HSA=2.95. Cell line: PC-3.